This data is from Full USPTO retrosynthesis dataset with 1.9M reactions from patents (1976-2016). The task is: Predict the reactants needed to synthesize the given product. (1) Given the product [Cl:1][C:2]1[CH:10]=[C:9]([N:11]2[CH2:16][CH2:15][O:14][CH2:13][S:12]2(=[O:18])=[O:17])[CH:8]=[CH:7][C:3]=1[C:4]([NH:24][C:23]1[CH:25]=[CH:26][C:20]([Cl:19])=[C:21]([C:27]2[CH:36]=[CH:35][C:34]3[C:29](=[CH:30][CH:31]=[CH:32][N:33]=3)[N:28]=2)[CH:22]=1)=[O:6], predict the reactants needed to synthesize it. The reactants are: [Cl:1][C:2]1[CH:10]=[C:9]([N:11]2[CH2:16][CH2:15][O:14][CH2:13][S:12]2(=[O:18])=[O:17])[CH:8]=[CH:7][C:3]=1[C:4]([OH:6])=O.[Cl:19][C:20]1[CH:26]=[CH:25][C:23]([NH2:24])=[CH:22][C:21]=1[C:27]1[CH:36]=[CH:35][C:34]2[C:29](=[CH:30][CH:31]=[CH:32][N:33]=2)[N:28]=1.CN(C(ON1N=NC2C=CC=NC1=2)=[N+](C)C)C.F[P-](F)(F)(F)(F)F.CCN(C(C)C)C(C)C. (2) Given the product [CH2:23]([C:22]1[CH:21]=[CH:20][S:19][C:18]=1[C:2]1[C:6](=[O:7])[S:5][C:4]2=[C:8]([C:18]3[S:19][CH:20]=[CH:21][C:22]=3[CH2:23][CH2:24][CH2:25][CH2:26][CH2:27][CH2:28][CH2:29][CH3:30])[C:9](=[O:11])[S:10][C:3]=12)[CH2:24][CH2:25][CH2:26][CH2:27][CH2:28][CH2:29][CH3:30], predict the reactants needed to synthesize it. The reactants are: I[C:2]1[C:6](=[O:7])[S:5][C:4]2=[C:8](I)[C:9](=[O:11])[S:10][C:3]=12.C([Sn](CCCC)(CCCC)[C:18]1[S:19][CH:20]=[CH:21][C:22]=1[CH2:23][CH2:24][CH2:25][CH2:26][CH2:27][CH2:28][CH2:29][CH3:30])CCC. (3) Given the product [CH3:61][O:62][C:53]1[CH:52]=[CH:51][C:50]([CH2:49][C@H:46]([NH2:45])[CH2:47][O:20][C:9]2[C:10]3[C:15]4[CH2:16][CH2:17][CH2:18][CH2:19][C:14]=4[S:13][C:11]=3[N:12]=[C:7]([C:4]3[CH:5]=[CH:6][N:1]=[CH:2][CH:3]=3)[N:8]=2)=[CH:55][CH:54]=1, predict the reactants needed to synthesize it. The reactants are: [N:1]1[CH:6]=[CH:5][C:4]([C:7]2[N:8]=[C:9]([O:20]S(C3C(C(C)C)=CC(C(C)C)=CC=3C(C)C)(=O)=O)[C:10]3[C:15]4[CH2:16][CH2:17][CH2:18][CH2:19][C:14]=4[S:13][C:11]=3[N:12]=2)=[CH:3][CH:2]=1.C(OC(=O)[NH:45][C@@H:46]([CH2:49][C:50]1[CH:55]=[CH:54][C:53](C)=[CH:52][CH:51]=1)[CH2:47]N)(C)(C)C.[H-].[Na+].C[C:61](N(C)C)=[O:62]. (4) Given the product [CH3:17][S:18]([O:9][CH2:8][CH2:7][C:6]1[S:5][CH:4]=[N:3][C:2]=1[CH3:1])(=[O:20])=[O:19], predict the reactants needed to synthesize it. The reactants are: [CH3:1][C:2]1[N:3]=[CH:4][S:5][C:6]=1[CH2:7][CH2:8][OH:9].C(N(CC)CC)C.[CH3:17][S:18](Cl)(=[O:20])=[O:19]. (5) Given the product [CH2:1]([C:3]1[C:13]2[O:12][CH2:11][CH2:10][N:9]([C:14]([O:16][C:17]([CH3:18])([CH3:20])[CH3:19])=[O:15])[CH2:8][C:7]=2[CH:6]=[CH:5][CH:4]=1)[CH3:2], predict the reactants needed to synthesize it. The reactants are: [CH:1]([C:3]1[C:13]2[O:12][CH2:11][CH2:10][N:9]([C:14]([O:16][C:17]([CH3:20])([CH3:19])[CH3:18])=[O:15])[CH2:8][C:7]=2[CH:6]=[CH:5][CH:4]=1)=[CH2:2].